Dataset: Full USPTO retrosynthesis dataset with 1.9M reactions from patents (1976-2016). Task: Predict the reactants needed to synthesize the given product. Given the product [C:4]([NH:7][CH2:8][CH2:9][OH:10])(=[O:5])[CH2:3][C:2]([CH3:1])=[O:6], predict the reactants needed to synthesize it. The reactants are: [CH2:1]=[C:2]1[O:6][C:4](=[O:5])[CH2:3]1.[NH2:7][CH2:8][CH2:9][OH:10].